From a dataset of Reaction yield outcomes from USPTO patents with 853,638 reactions. Predict the reaction yield, written as a fraction of the theoretical maximum amount of product (1.0 means a 100% yield; for example, 0.34 means a 34% yield). (1) The reactants are CS(O[C@H:6]1[CH2:10][CH2:9][C@@H:8]([NH:11][C:12]2[C:13]3[N:14]([CH:21]=[CH:22][CH:23]=3)[N:15]=[CH:16][C:17]=2[C:18](=[O:20])[NH2:19])[C:7]1([CH3:25])[CH3:24])(=O)=O. The catalyst is CN(C)C=O. The product is [CH3:24][C:7]1([CH3:25])[CH:6]=[CH:10][CH2:9][CH:8]1[NH:11][C:12]1[C:13]2[N:14]([CH:21]=[CH:22][CH:23]=2)[N:15]=[CH:16][C:17]=1[C:18]([NH2:19])=[O:20]. The yield is 0.470. (2) The reactants are [Cl:1][C:2]1[C:3]2[C:10]([I:11])=[CH:9][NH:8][C:4]=2[N:5]=[CH:6][N:7]=1.O[CH2:13][C@@H:14]1[CH2:18][CH2:17][CH2:16][N:15]1[C:19]([O:21][C:22]([CH3:25])([CH3:24])[CH3:23])=[O:20].C1C=CC(P(C2C=CC=CC=2)C2C=CC=CC=2)=CC=1.CC(OC(/N=N/C(OC(C)C)=O)=O)C. The catalyst is C1COCC1. The product is [C:22]([O:21][C:19]([N:15]1[CH2:16][CH2:17][CH2:18][C@H:14]1[CH2:13][N:8]1[C:4]2[N:5]=[CH:6][N:7]=[C:2]([Cl:1])[C:3]=2[C:10]([I:11])=[CH:9]1)=[O:20])([CH3:25])([CH3:23])[CH3:24]. The yield is 0.770. (3) The reactants are [F:1][C:2]1[CH:3]=[CH:4][C:5]2[N:6]([C:8]([S:11][CH3:12])=[N:9][CH:10]=2)[CH:7]=1.O.C(=O)(O)[O-].[Na+].[I:19]I. The catalyst is C(O)C. The product is [F:1][C:2]1[CH:3]=[CH:4][C:5]2[N:6]([C:8]([S:11][CH3:12])=[N:9][C:10]=2[I:19])[CH:7]=1. The yield is 0.410. (4) The reactants are [H-].[Na+].[CH2:3]([N:5]([C:9]1[CH:28]=[CH:27][C:12]2[N:13]([CH2:20][CH:21]3CCCCO3)[C:14]([C:16]([OH:19])([CH3:18])[CH3:17])=[N:15][C:11]=2[CH:10]=1)[C:6](=[O:8])[CH3:7])[CH3:4].I[CH2:30]C.[CH2:32]1[CH2:36][O:35][CH2:34][CH2:33]1. No catalyst specified. The product is [CH2:3]([N:5]([C:9]1[CH:28]=[CH:27][C:12]2[N:13]([CH2:20][CH:21]3[CH2:33][CH2:34][O:35][CH2:36][CH2:32]3)[C:14]([C:16]([O:19][CH3:30])([CH3:18])[CH3:17])=[N:15][C:11]=2[CH:10]=1)[C:6](=[O:8])[CH3:7])[CH3:4]. The yield is 0.390. (5) The product is [CH3:45][C:21]1[N:22]=[C:23]([CH2:42][CH2:43][CH3:44])[N:24]([CH2:27][C:28]2[CH:33]=[CH:32][C:31]([C:34]3[CH:39]=[CH:38][CH:37]=[CH:36][C:35]=3[C:40]3[NH:47][C:7](=[O:10])[O:8][N:41]=3)=[CH:30][CH:29]=2)[C:25](=[O:26])[C:20]=1[C:17]1[CH:16]=[CH:15][C:14]([O:13][CH2:3][C:2]([F:6])([F:5])[F:1])=[CH:19][CH:18]=1. The reactants are [F:1][C:2]([F:6])([F:5])[CH2:3]I.[C:7](=[O:10])([O-])[O-:8].[Cs+].[Cs+].[OH:13][C:14]1[CH:19]=[CH:18][C:17]([C:20]2[C:25](=[O:26])[N:24]([CH2:27][C:28]3[CH:33]=[CH:32][C:31]([C:34]4[C:35]([C:40]#[N:41])=[CH:36][CH:37]=[CH:38][CH:39]=4)=[CH:30][CH:29]=3)[C:23]([CH2:42][CH2:43][CH3:44])=[N:22][C:21]=2[CH3:45])=[CH:16][CH:15]=1.C[N:47](C)C=O. The catalyst is C(OCC)(=O)C. The yield is 0.620.